From a dataset of Catalyst prediction with 721,799 reactions and 888 catalyst types from USPTO. Predict which catalyst facilitates the given reaction. (1) Reactant: OS(O)(=O)=O.[CH2:6]([C:8]1[CH:9]=[C:10]([CH:14]=[CH:15][CH:16]=1)[C:11]([OH:13])=[O:12])[CH3:7].[CH3:17]O. Product: [CH2:6]([C:8]1[CH:9]=[C:10]([CH:14]=[CH:15][CH:16]=1)[C:11]([O:13][CH3:17])=[O:12])[CH3:7]. The catalyst class is: 6. (2) Reactant: [CH3:1][C:2]1[NH:6][N:5]=[C:4]([C:7]([O:9][CH2:10][CH2:11]Cl)=[O:8])[CH:3]=1.C([O-])([O-])=O.[Cs+].[Cs+]. Product: [CH3:1][C:2]1[CH:3]=[C:4]2[C:7](=[O:8])[O:9][CH2:10][CH2:11][N:5]2[N:6]=1. The catalyst class is: 3. (3) Reactant: [F:1][C:2]([F:32])([F:31])[C:3]([C:6]1[CH:11]=[CH:10][C:9]([N:12]2[CH2:17][CH2:16][N:15]([S:18]([C:21]3[S:22][CH:23]=[CH:24][CH:25]=3)(=[O:20])=[O:19])[CH2:14][C@@H:13]2[CH2:26][NH:27][CH:28]([CH3:30])[CH3:29])=[CH:8][CH:7]=1)([OH:5])[CH3:4].CCN(C(C)C)C(C)C.[CH3:42][N:43]([CH3:48])[S:44](Cl)(=[O:46])=[O:45]. Product: [CH3:42][N:43]([CH3:48])[S:44]([N:27]([CH:28]([CH3:29])[CH3:30])[CH2:26][C@H:13]1[CH2:14][N:15]([S:18]([C:21]2[S:22][CH:23]=[CH:24][CH:25]=2)(=[O:20])=[O:19])[CH2:16][CH2:17][N:12]1[C:9]1[CH:8]=[CH:7][C:6]([C:3]([OH:5])([CH3:4])[C:2]([F:1])([F:31])[F:32])=[CH:11][CH:10]=1)(=[O:46])=[O:45]. The catalyst class is: 537.